From a dataset of NCI-60 drug combinations with 297,098 pairs across 59 cell lines. Regression. Given two drug SMILES strings and cell line genomic features, predict the synergy score measuring deviation from expected non-interaction effect. (1) Drug 1: CC1=C(C=C(C=C1)NC(=O)C2=CC=C(C=C2)CN3CCN(CC3)C)NC4=NC=CC(=N4)C5=CN=CC=C5. Drug 2: CC1CCC2CC(C(=CC=CC=CC(CC(C(=O)C(C(C(=CC(C(=O)CC(OC(=O)C3CCCCN3C(=O)C(=O)C1(O2)O)C(C)CC4CCC(C(C4)OC)O)C)C)O)OC)C)C)C)OC. Cell line: RPMI-8226. Synergy scores: CSS=-3.86, Synergy_ZIP=3.53, Synergy_Bliss=8.59, Synergy_Loewe=5.22, Synergy_HSA=3.71. (2) Drug 1: CNC(=O)C1=CC=CC=C1SC2=CC3=C(C=C2)C(=NN3)C=CC4=CC=CC=N4. Synergy scores: CSS=18.1, Synergy_ZIP=-1.86, Synergy_Bliss=2.39, Synergy_Loewe=-18.2, Synergy_HSA=1.69. Cell line: KM12. Drug 2: C1CN(P(=O)(OC1)NCCCl)CCCl. (3) Drug 1: C1=CN(C=N1)CC(O)(P(=O)(O)O)P(=O)(O)O. Drug 2: COC1=C2C(=CC3=C1OC=C3)C=CC(=O)O2. Cell line: PC-3. Synergy scores: CSS=-2.02, Synergy_ZIP=0.362, Synergy_Bliss=-1.36, Synergy_Loewe=-3.25, Synergy_HSA=-5.31.